From a dataset of Catalyst prediction with 721,799 reactions and 888 catalyst types from USPTO. Predict which catalyst facilitates the given reaction. (1) Reactant: [C:1]([O:5][C:6]([N:8]1[CH2:12][CH2:11][C@@H:10]([OH:13])[C@H:9]1[C:14]([NH:16][CH2:17][C:18]1[CH:23]=[C:22]([C:24]2[CH:25]=[N:26][C:27]([C:30]([F:33])([F:32])[F:31])=[CH:28][CH:29]=2)[N:21]=[CH:20][C:19]=1[C:34]([OH:36])=O)=[O:15])=[O:7])([CH3:4])([CH3:3])[CH3:2].C[N:38](C(ON1N=NC2C=CC=NC1=2)=[N+](C)C)C.F[P-](F)(F)(F)(F)F.CCN(C(C)C)C(C)C.[NH4+].[Cl-]. Product: [C:34]([C:19]1[C:18]([CH2:17][NH:16][C:14]([C@@H:9]2[C@H:10]([OH:13])[CH2:11][CH2:12][N:8]2[C:6]([O:5][C:1]([CH3:3])([CH3:4])[CH3:2])=[O:7])=[O:15])=[CH:23][C:22]([C:24]2[CH:25]=[N:26][C:27]([C:30]([F:33])([F:32])[F:31])=[CH:28][CH:29]=2)=[N:21][CH:20]=1)(=[O:36])[NH2:38]. The catalyst class is: 3. (2) Reactant: Br[CH2:2][CH2:3][CH2:4][CH2:5][CH2:6][CH2:7][CH2:8][CH2:9][CH2:10][CH2:11][CH2:12][CH2:13][CH2:14][CH2:15][CH2:16][CH2:17][CH2:18][CH3:19].[OH:20][C:21]1[CH:22]=[C:23]([C:31]([O:33][CH3:34])=[O:32])[CH:24]=[C:25]([CH:30]=1)[C:26]([O:28][CH3:29])=[O:27].C([O-])([O-])=O.[K+].[K+]. Product: [CH2:2]([O:20][C:21]1[CH:30]=[C:25]([C:26]([O:28][CH3:29])=[O:27])[CH:24]=[C:23]([CH:22]=1)[C:31]([O:33][CH3:34])=[O:32])[CH2:3][CH2:4][CH2:5][CH2:6][CH2:7][CH2:8][CH2:9][CH2:10][CH2:11][CH2:12][CH2:13][CH2:14][CH2:15][CH2:16][CH2:17][CH2:18][CH3:19]. The catalyst class is: 3. (3) Product: [CH3:31][O:30][C:23]1[N:22]=[C:21]([NH:1][C:2]2[CH:3]=[N:4][C:5]3[CH2:6][CH:7]([NH:12][C:13](=[O:19])[O:14][C:15]([CH3:16])([CH3:18])[CH3:17])[CH2:8][CH2:9][C:10]=3[CH:11]=2)[C:26]([N+:27]([O-:29])=[O:28])=[CH:25][CH:24]=1. Reactant: [NH2:1][C:2]1[CH:3]=[N:4][C:5]2[CH2:6][CH:7]([NH:12][C:13](=[O:19])[O:14][C:15]([CH3:18])([CH3:17])[CH3:16])[CH2:8][CH2:9][C:10]=2[CH:11]=1.Cl[C:21]1[C:26]([N+:27]([O-:29])=[O:28])=[CH:25][CH:24]=[C:23]([O:30][CH3:31])[N:22]=1.C(=O)([O-])O.[Na+]. The catalyst class is: 3. (4) Reactant: [OH:1][C@@H:2]([CH2:18][N:19]1[CH2:24][CH2:23][CH:22]([C:25]2[CH:34]=[CH:33][C:32]3[C:27](=[CH:28][CH:29]=[CH:30][CH:31]=3)[CH:26]=2)[CH2:21][CH2:20]1)[CH2:3][O:4][C:5]1[CH:17]=[CH:16][CH:15]=[CH:14][C:6]=1[CH:7]=[C:8]1[CH2:13][CH2:12][O:11][C:9]1=[O:10]. Product: [OH:1][C@@H:2]([CH2:18][N:19]1[CH2:20][CH2:21][CH:22]([C:25]2[CH:34]=[CH:33][C:32]3[C:27](=[CH:28][CH:29]=[CH:30][CH:31]=3)[CH:26]=2)[CH2:23][CH2:24]1)[CH2:3][O:4][C:5]1[CH:17]=[CH:16][CH:15]=[CH:14][C:6]=1/[CH:7]=[C:8]1\[C:9]([O:11][CH2:12][CH2:13]\1)=[O:10]. The catalyst class is: 8. (5) Reactant: Cl[CH2:2][C:3]([NH:5][C:6]1[CH:25]=[CH:24][C:9]([O:10][CH:11]2[CH2:16][CH2:15][N:14]([C:17]([O:19][C:20]([CH3:23])([CH3:22])[CH3:21])=[O:18])[CH2:13][CH2:12]2)=[CH:8][C:7]=1[F:26])=[O:4].[NH:27]1[CH2:32][CH2:31][O:30][CH2:29][CH2:28]1.C(=O)([O-])[O-].[K+].[K+]. Product: [F:26][C:7]1[CH:8]=[C:9]([CH:24]=[CH:25][C:6]=1[NH:5][C:3](=[O:4])[CH2:2][N:27]1[CH2:32][CH2:31][O:30][CH2:29][CH2:28]1)[O:10][CH:11]1[CH2:16][CH2:15][N:14]([C:17]([O:19][C:20]([CH3:23])([CH3:22])[CH3:21])=[O:18])[CH2:13][CH2:12]1. The catalyst class is: 10. (6) Reactant: [CH3:1][NH2:2].[CH2:3]([O:6][C:7]1[C:14]([O:15][C:16]([F:19])([F:18])[F:17])=[CH:13][CH:12]=[CH:11][C:8]=1[CH:9]=O)[CH2:4][CH3:5].[BH4-].[Na+]. Product: [CH3:1][NH:2][CH2:9][C:8]1[CH:11]=[CH:12][CH:13]=[C:14]([O:15][C:16]([F:19])([F:18])[F:17])[C:7]=1[O:6][CH2:3][CH2:4][CH3:5]. The catalyst class is: 5.